Dataset: Full USPTO retrosynthesis dataset with 1.9M reactions from patents (1976-2016). Task: Predict the reactants needed to synthesize the given product. (1) The reactants are: [O:1]1[CH2:6][CH2:5][CH2:4][CH2:3][CH:2]1[O:7][NH:8][C:9](=[O:36])[CH2:10][C:11]1([C:20]2[S:21][C:22]([C:25]3[CH:30]=[CH:29][C:28]([C:31]4[O:35][CH:34]=[N:33][CH:32]=4)=[CH:27][CH:26]=3)=[CH:23][CH:24]=2)[S:17](=[O:19])(=[O:18])[CH2:16][CH2:15][NH:14][CH2:13][CH2:12]1.[CH:37]([N:40]=[C:41]=[O:42])([CH3:39])[CH3:38]. Given the product [O:1]1[CH2:6][CH2:5][CH2:4][CH2:3][CH:2]1[O:7][NH:8][C:9](=[O:36])[CH2:10][C:11]1([C:20]2[S:21][C:22]([C:25]3[CH:30]=[CH:29][C:28]([C:31]4[O:35][CH:34]=[N:33][CH:32]=4)=[CH:27][CH:26]=3)=[CH:23][CH:24]=2)[S:17](=[O:18])(=[O:19])[CH2:16][CH2:15][N:14]([C:41](=[O:42])[NH:40][CH:37]([CH3:39])[CH3:38])[CH2:13][CH2:12]1, predict the reactants needed to synthesize it. (2) Given the product [CH2:17]([O:16][CH:14]=[CH:15][C:6](=[O:11])[C:7]([F:8])([F:9])[F:10])[CH3:18], predict the reactants needed to synthesize it. The reactants are: [F:8][C:7]([F:10])([F:9])[C:6](O[C:6](=[O:11])[C:7]([F:10])([F:9])[F:8])=[O:11].[CH:14]([O:16][CH2:17][CH3:18])=[CH2:15].C(=O)(O)[O-].[Na+]. (3) The reactants are: BrCBr.[CH2:4]([Li])[CH2:5][CH2:6]C.[Li][N:10]1[C:15](C)(C)[CH2:14][CH2:13][CH2:12][C:11]1(C)C.[CH3:20]C1(C)CCCC(C)(C)N1.CN1CC2C[C:33]([C:40]([O:42][CH2:43][CH3:44])=[O:41])(CCC2)C1.Cl.C(Cl)(=O)C. Given the product [CH2:43]([O:42][C:40](=[O:41])[CH2:33][C:14]12[CH2:13][CH:12]([CH2:6][CH2:5][CH2:4]1)[CH2:11][N:10]([CH3:20])[CH2:15]2)[CH3:44], predict the reactants needed to synthesize it. (4) Given the product [Br:1][C:2]1[CH:11]=[C:10]2[C:5]([CH:6]=[CH:7][C:8](=[O:19])[N:9]2[C:12]2[CH:17]=[CH:16][CH:15]=[CH:14][C:13]=2[Cl:18])=[C:4]([C:20]2[CH:25]=[CH:24][CH:23]=[CH:22][C:21]=2[Cl:26])[N:3]=1, predict the reactants needed to synthesize it. The reactants are: [Br:1][C:2]1[CH:11]=[C:10]2[C:5]([CH2:6][CH2:7][C:8](=[O:19])[N:9]2[C:12]2[CH:17]=[CH:16][CH:15]=[CH:14][C:13]=2[Cl:18])=[C:4]([C:20]2[CH:25]=[CH:24][CH:23]=[CH:22][C:21]=2[Cl:26])[N:3]=1.C1C(=O)N(Br)C(=O)C1.CC(N=NC(C#N)(C)C)(C#N)C.C1CCN2C(=NCCC2)CC1.C(=O)(O)[O-].[Na+]. (5) Given the product [Cl:25][C:12]1[CH:11]=[CH:10][C:9]([O:8][C:5]2[CH:6]=[N:7][C:2]([NH:1][S:32]([C:29]3[CH:30]=[CH:31][C:26]([CH3:36])=[CH:27][CH:28]=3)(=[O:34])=[O:33])=[CH:3][CH:4]=2)=[CH:14][C:13]=1[NH:15][C:16]([C:18]1[N:22]([CH3:23])[N:21]=[C:20]([CH3:24])[CH:19]=1)=[O:17], predict the reactants needed to synthesize it. The reactants are: [NH2:1][C:2]1[N:7]=[CH:6][C:5]([O:8][C:9]2[CH:10]=[CH:11][C:12]([Cl:25])=[C:13]([NH:15][C:16]([C:18]3[N:22]([CH3:23])[N:21]=[C:20]([CH3:24])[CH:19]=3)=[O:17])[CH:14]=2)=[CH:4][CH:3]=1.[C:26]1([CH3:36])[CH:31]=[CH:30][C:29]([S:32](Cl)(=[O:34])=[O:33])=[CH:28][CH:27]=1. (6) Given the product [CH3:22][C:17]1([CH3:23])[C:18]([CH3:21])([CH3:20])[O:19][B:15]([C:2]2[CH:7]=[CH:6][C:5]([C@H:8]3[CH2:10][C@@H:9]3[C:11]([O:13][CH3:14])=[O:12])=[CH:4][CH:3]=2)[O:16]1, predict the reactants needed to synthesize it. The reactants are: Br[C:2]1[CH:7]=[CH:6][C:5]([C@H:8]2[CH2:10][C@@H:9]2[C:11]([O:13][CH3:14])=[O:12])=[CH:4][CH:3]=1.[B:15]1([B:15]2[O:19][C:18]([CH3:21])([CH3:20])[C:17]([CH3:23])([CH3:22])[O:16]2)[O:19][C:18]([CH3:21])([CH3:20])[C:17]([CH3:23])([CH3:22])[O:16]1.CC([O-])=O.[K+]. (7) Given the product [CH3:1][O:2][C:3]([C:5]1[NH:25][C:8]2=[N:9][CH:10]=[C:11]([CH2:13][O:14][C:15]3[CH:20]=[C:19]([NH2:21])[CH:18]=[CH:17][C:16]=3[CH3:24])[CH:12]=[C:7]2[CH:6]=1)=[O:4], predict the reactants needed to synthesize it. The reactants are: [CH3:1][O:2][C:3]([C:5]1[NH:25][C:8]2=[N:9][CH:10]=[C:11]([CH2:13][O:14][C:15]3[CH:20]=[C:19]([N+:21]([O-])=O)[CH:18]=[CH:17][C:16]=3[CH3:24])[CH:12]=[C:7]2[CH:6]=1)=[O:4].